Dataset: Reaction yield outcomes from USPTO patents with 853,638 reactions. Task: Predict the reaction yield, written as a fraction of the theoretical maximum amount of product (1.0 means a 100% yield; for example, 0.34 means a 34% yield). (1) The catalyst is C1(C)C=CC=CC=1.O=[Mn]=O. The yield is 0.300. The reactants are [C:1]([O:5][C:6]([N:8]1[CH2:13][CH2:12][CH:11]([C:14]2[S:15][CH2:16][CH:17]([C:19]([O:21][CH2:22][CH3:23])=[O:20])[N:18]=2)[CH2:10][CH2:9]1)=[O:7])([CH3:4])([CH3:3])[CH3:2]. The product is [C:1]([O:5][C:6]([N:8]1[CH2:9][CH2:10][CH:11]([C:14]2[S:15][CH:16]=[C:17]([C:19]([O:21][CH2:22][CH3:23])=[O:20])[N:18]=2)[CH2:12][CH2:13]1)=[O:7])([CH3:4])([CH3:3])[CH3:2]. (2) The reactants are [CH2:1]([N:8]([CH2:27][C:28]1[CH:33]=[CH:32][CH:31]=[CH:30][CH:29]=1)[CH:9]([C:13]([O:16][C:17]1[CH:22]=[CH:21][C:20]([F:23])=[CH:19][C:18]=1[N+:24]([O-])=O)([CH3:15])[CH3:14])[C:10]([OH:12])=[O:11])[C:2]1[CH:7]=[CH:6][CH:5]=[CH:4][CH:3]=1. The catalyst is CO.[Ni]. The product is [NH2:24][C:18]1[CH:19]=[C:20]([F:23])[CH:21]=[CH:22][C:17]=1[O:16][C:13]([CH3:14])([CH3:15])[CH:9]([N:8]([CH2:1][C:2]1[CH:3]=[CH:4][CH:5]=[CH:6][CH:7]=1)[CH2:27][C:28]1[CH:33]=[CH:32][CH:31]=[CH:30][CH:29]=1)[C:10]([OH:12])=[O:11]. The yield is 0.930. (3) The reactants are [C:1]([OH:4])(=[O:3])[CH3:2].[OH:5][C@H:6]1[CH2:30][CH2:29][C@@:28]2([CH3:31])[C@H:8]([CH2:9][CH2:10][C@@H:11]3[C:27]2=[CH:26][CH2:25][C@@:24]2([CH3:32])[C@H:12]3[CH2:13][CH2:14][C@@H:15]2[C@H:16]([CH3:23])[CH2:17][CH2:18][C:19]([O:21][CH3:22])=[O:20])[CH2:7]1. The catalyst is CC(O)=O. The product is [C:1]([OH:4])(=[O:3])[CH3:2].[OH:5][C@H:6]1[CH2:30][CH2:29][C@@:28]2([CH3:31])[C@H:8]([CH2:9][CH2:10][C@@H:11]3[C:27]2=[CH:26][C:25](=[O:3])[C@@:24]2([CH3:32])[C@H:12]3[CH2:13][CH2:14][C@@H:15]2[C@H:16]([CH3:23])[CH2:17][CH2:18][C:19]([O:21][CH3:22])=[O:20])[CH2:7]1. The yield is 0.605. (4) The reactants are [F:1][C:2]1[CH:3]=[C:4]([CH:18]=[CH:19][CH:20]=1)[CH2:5][O:6][C:7]1[CH:12]=[CH:11][C:10]([CH:13]=[CH:14][C:15](Cl)=[O:16])=[CH:9][CH:8]=1.[NH3:21]. The catalyst is ClCCl. The product is [F:1][C:2]1[CH:3]=[C:4]([CH:18]=[CH:19][CH:20]=1)[CH2:5][O:6][C:7]1[CH:12]=[CH:11][C:10]([CH:13]=[CH:14][C:15]([NH2:21])=[O:16])=[CH:9][CH:8]=1. The yield is 0.190. (5) The reactants are [CH3:1][C:2]1(C)OC(=O)[C:5](=[C:9]([NH:11][CH2:12][CH:13]([C:18]([F:21])([F:20])[F:19])[C:14]([F:17])([F:16])[F:15])[CH3:10])[C:4](=[O:22])[O:3]1.CC[O-].[Na+]. The catalyst is CCO. The product is [F:15][C:14]([F:16])([F:17])[CH:13]([C:18]([F:19])([F:21])[F:20])[CH2:12][NH:11][C:9]([CH3:10])=[CH:5][C:4]([O:3][CH2:2][CH3:1])=[O:22]. The yield is 0.420.